Task: Regression. Given two drug SMILES strings and cell line genomic features, predict the synergy score measuring deviation from expected non-interaction effect.. Dataset: NCI-60 drug combinations with 297,098 pairs across 59 cell lines (1) Drug 1: CC12CCC3C(C1CCC2O)C(CC4=C3C=CC(=C4)O)CCCCCCCCCS(=O)CCCC(C(F)(F)F)(F)F. Drug 2: CN(CC1=CN=C2C(=N1)C(=NC(=N2)N)N)C3=CC=C(C=C3)C(=O)NC(CCC(=O)O)C(=O)O. Cell line: SNB-75. Synergy scores: CSS=8.61, Synergy_ZIP=-5.40, Synergy_Bliss=-0.264, Synergy_Loewe=-19.7, Synergy_HSA=-1.49. (2) Drug 1: CCCS(=O)(=O)NC1=C(C(=C(C=C1)F)C(=O)C2=CNC3=C2C=C(C=N3)C4=CC=C(C=C4)Cl)F. Drug 2: COC1=C2C(=CC3=C1OC=C3)C=CC(=O)O2. Cell line: NCI-H460. Synergy scores: CSS=-6.99, Synergy_ZIP=1.49, Synergy_Bliss=-4.86, Synergy_Loewe=-6.55, Synergy_HSA=-6.95. (3) Drug 1: CC1=C(C(=CC=C1)Cl)NC(=O)C2=CN=C(S2)NC3=CC(=NC(=N3)C)N4CCN(CC4)CCO. Drug 2: C(CN)CNCCSP(=O)(O)O. Cell line: M14. Synergy scores: CSS=-1.04, Synergy_ZIP=1.27, Synergy_Bliss=1.91, Synergy_Loewe=0.200, Synergy_HSA=0.0334. (4) Drug 1: C1CC(=O)NC(=O)C1N2CC3=C(C2=O)C=CC=C3N. Drug 2: CCN(CC)CCCC(C)NC1=C2C=C(C=CC2=NC3=C1C=CC(=C3)Cl)OC. Cell line: UO-31. Synergy scores: CSS=10.1, Synergy_ZIP=-0.805, Synergy_Bliss=5.51, Synergy_Loewe=3.14, Synergy_HSA=4.67. (5) Drug 1: C1=CC(=CC=C1CCC2=CNC3=C2C(=O)NC(=N3)N)C(=O)NC(CCC(=O)O)C(=O)O. Drug 2: CCCCCOC(=O)NC1=NC(=O)N(C=C1F)C2C(C(C(O2)C)O)O. Cell line: SNB-75. Synergy scores: CSS=23.4, Synergy_ZIP=0.346, Synergy_Bliss=0.978, Synergy_Loewe=-8.63, Synergy_HSA=1.81.